From a dataset of Full USPTO retrosynthesis dataset with 1.9M reactions from patents (1976-2016). Predict the reactants needed to synthesize the given product. Given the product [CH:16]([C:15]1[S:3][C:2]([NH:1][C:5]2[CH:13]=[CH:12][C:8]([C:9]([OH:11])=[O:10])=[CH:7][N:6]=2)=[N:4][CH:18]=1)=[O:17], predict the reactants needed to synthesize it. The reactants are: [NH:1]([C:5]1[CH:13]=[CH:12][C:8]([C:9]([OH:11])=[O:10])=[CH:7][N:6]=1)[C:2]([NH2:4])=[S:3].Br[CH:15]([CH:18]=O)[CH:16]=[O:17].C([O-])(=O)C.[Na+].